From a dataset of Forward reaction prediction with 1.9M reactions from USPTO patents (1976-2016). Predict the product of the given reaction. (1) Given the reactants [Cl:1][C:2]1[C:3]([O:12][CH3:13])=[C:4]([CH3:11])[CH:5]=[CH:6][C:7]=1[N+:8]([O-:10])=[O:9].[OH:14]S(O)(=O)=O, predict the reaction product. The product is: [Cl:1][C:2]1[C:3]([O:12][CH3:13])=[C:4]([CH:5]=[CH:6][C:7]=1[N+:8]([O-:10])=[O:9])[CH:11]=[O:14]. (2) Given the reactants [CH3:1][O:2][CH2:3][CH2:4][O:5][C:6]1[CH:11]=[CH:10][C:9](B2OC(C)(C)C(C)(C)O2)=[C:8]([CH3:21])[CH:7]=1.Br[C:23]1[C:24]2[CH:31]=[C:30]([CH:32]=[O:33])[CH:29]=[CH:28][C:25]=2[S:26][CH:27]=1.C([O-])([O-])=O.[Cs+].[Cs+], predict the reaction product. The product is: [CH3:1][O:2][CH2:3][CH2:4][O:5][C:6]1[CH:11]=[CH:10][C:9]([C:23]2[C:24]3[CH:31]=[C:30]([CH:32]=[O:33])[CH:29]=[CH:28][C:25]=3[S:26][CH:27]=2)=[C:8]([CH3:21])[CH:7]=1. (3) Given the reactants Br[CH2:2][CH2:3][C:4]1[CH:9]=[CH:8][CH:7]=[CH:6][N:5]=1.[CH3:10][N:11](C=O)C, predict the reaction product. The product is: [N:5]1[CH:6]=[CH:7][CH:8]=[CH:9][C:4]=1[CH2:3][CH2:2][C:10]#[N:11]. (4) Given the reactants Cl.[NH2:2][OH:3].C(N(CC)CC)C.CS(C)=O.[I:15][C:16]1[CH:23]=[CH:22][C:19]([C:20]#[N:21])=[CH:18][CH:17]=1, predict the reaction product. The product is: [OH:3][N:2]=[C:20]([C:19]1[CH:22]=[CH:23][C:16]([I:15])=[CH:17][CH:18]=1)[NH2:21]. (5) The product is: [C:41]1([C:2]2[C:3]([C:37]([F:40])([F:39])[F:38])=[N:4][N:5]([CH2:7][C:8]([NH:10][C@H:11]([C:21]3[C:26]([C:27]4[CH:28]=[CH:29][C:30]([F:36])=[C:31]([CH:35]=4)[C:32]([NH2:34])=[O:33])=[CH:25][CH:24]=[CH:23][N:22]=3)[CH2:12][C:13]3[CH:14]=[C:15]([F:20])[CH:16]=[C:17]([F:19])[CH:18]=3)=[O:9])[CH:6]=2)[CH2:45][CH2:44][CH2:43][CH:42]=1. Given the reactants Br[C:2]1[C:3]([C:37]([F:40])([F:39])[F:38])=[N:4][N:5]([CH2:7][C:8]([NH:10][C@H:11]([C:21]2[C:26]([C:27]3[CH:28]=[CH:29][C:30]([F:36])=[C:31]([CH:35]=3)[C:32]([NH2:34])=[O:33])=[CH:25][CH:24]=[CH:23][N:22]=2)[CH2:12][C:13]2[CH:18]=[C:17]([F:19])[CH:16]=[C:15]([F:20])[CH:14]=2)=[O:9])[CH:6]=1.[C:41]1(B(O)O)[CH2:45][CH2:44][CH2:43][CH:42]=1, predict the reaction product. (6) Given the reactants [N+:1]([C:4]1[C:9]2[N:10]([CH2:13][C:14]([OH:16])=O)[CH:11]=[N:12][C:8]=2[CH:7]=[CH:6][CH:5]=1)([O-:3])=[O:2].[CH3:17][O:18][C:19]1[CH:20]=[C:21]([CH:23]=[C:24]([O:26][CH2:27][CH:28]2[CH2:33][CH2:32][CH2:31][CH2:30][O:29]2)[CH:25]=1)[NH2:22], predict the reaction product. The product is: [CH3:17][O:18][C:19]1[CH:20]=[C:21]([NH:22][C:14](=[O:16])[CH2:13][N:10]2[C:9]3[C:4]([N+:1]([O-:3])=[O:2])=[CH:5][CH:6]=[CH:7][C:8]=3[N:12]=[CH:11]2)[CH:23]=[C:24]([O:26][CH2:27][CH:28]2[CH2:33][CH2:32][CH2:31][CH2:30][O:29]2)[CH:25]=1. (7) Given the reactants NC1C=CC(C2C=C3C(CN([C@@H](C(C)C)C(OC)=O)C3=O)=CC=2)=CC=1.[N+:26]([C:29]1[CH:34]=[CH:33][C:32]([C:35]2[CH:43]=[C:42]3[C:38]([CH2:39][N:40]([C:45]4([C:50]([O:52][CH3:53])=[O:51])[CH2:49][CH2:48][CH2:47][CH2:46]4)[C:41]3=[O:44])=[CH:37][CH:36]=2)=[CH:31][CH:30]=1)([O-])=O, predict the reaction product. The product is: [NH2:26][C:29]1[CH:30]=[CH:31][C:32]([C:35]2[CH:43]=[C:42]3[C:38]([CH2:39][N:40]([C:45]4([C:50]([O:52][CH3:53])=[O:51])[CH2:49][CH2:48][CH2:47][CH2:46]4)[C:41]3=[O:44])=[CH:37][CH:36]=2)=[CH:33][CH:34]=1.